The task is: Predict which catalyst facilitates the given reaction.. This data is from Catalyst prediction with 721,799 reactions and 888 catalyst types from USPTO. (1) Reactant: [CH3:1][O:2][C:3]1[CH:10]=[CH:9][C:6]([CH2:7]Br)=[CH:5][CH:4]=1.C(=O)([O-])[O-].[K+].[K+].[F:17][C:18]1[C:23]([SH:24])=[C:22]([F:25])[C:21]([F:26])=[C:20]([F:27])[C:19]=1[F:28].ClC1C=CC=C(C(OO)=[O:37])C=1.[OH-:40].[Na+]. Product: [F:17][C:18]1[C:23]([S:24]([CH2:7][C:6]2[CH:9]=[CH:10][C:3]([O:2][CH3:1])=[CH:4][CH:5]=2)(=[O:37])=[O:40])=[C:22]([F:25])[C:21]([F:26])=[C:20]([F:27])[C:19]=1[F:28]. The catalyst class is: 174. (2) Reactant: [H-].[Na+].[CH3:3][O:4][C:5]1[C:6]([NH2:11])=[N:7][CH:8]=[CH:9][N:10]=1.[Cl:12][C:13]1[C:18]([Cl:19])=[C:17]([F:20])[CH:16]=[CH:15][C:14]=1[S:21](Cl)(=[O:23])=[O:22]. Product: [Cl:12][C:13]1[C:18]([Cl:19])=[C:17]([F:20])[CH:16]=[CH:15][C:14]=1[S:21]([NH:11][C:6]1[C:5]([O:4][CH3:3])=[N:10][CH:9]=[CH:8][N:7]=1)(=[O:23])=[O:22]. The catalyst class is: 60. (3) Product: [C:1]([O:5][C:6](=[O:18])[NH:7][C:8]1[CH:13]=[CH:12][C:11]([CH3:14])=[C:10]([NH2:15])[CH:9]=1)([CH3:4])([CH3:2])[CH3:3]. The catalyst class is: 63. Reactant: [C:1]([O:5][C:6](=[O:18])[NH:7][C:8]1[CH:13]=[CH:12][C:11]([CH3:14])=[C:10]([N+:15]([O-])=O)[CH:9]=1)([CH3:4])([CH3:3])[CH3:2]. (4) Reactant: COC1C=CC(C[NH:8][C:9]2[N:14]=[C:13]([C:15]([N:17]3[CH2:22][CH2:21][CH:20]([N:23]4[CH2:27][CH2:26][CH2:25][CH2:24]4)[CH2:19][CH2:18]3)=[O:16])[C:12]([CH3:28])=[CH:11][C:10]=2[C:29]2[CH:34]=[CH:33][CH:32]=[C:31]([C:35]([F:38])([F:37])[F:36])[CH:30]=2)=CC=1.FC(F)(F)C(O)=O.C(=O)([O-])[O-].[Na+].[Na+]. Product: [NH2:8][C:9]1[N:14]=[C:13]([C:15]([N:17]2[CH2:22][CH2:21][CH:20]([N:23]3[CH2:24][CH2:25][CH2:26][CH2:27]3)[CH2:19][CH2:18]2)=[O:16])[C:12]([CH3:28])=[CH:11][C:10]=1[C:29]1[CH:34]=[CH:33][CH:32]=[C:31]([C:35]([F:38])([F:37])[F:36])[CH:30]=1. The catalyst class is: 2. (5) Reactant: [C:1]([O:5][C:6]([NH:8][C@H:9]([C:27]([O:29][C:30]([CH3:33])([CH3:32])[CH3:31])=[O:28])[CH2:10][C@H:11]([CH2:19][C:20]1[CH:25]=[CH:24][C:23]([OH:26])=[CH:22][CH:21]=1)[C:12]([O:14][C:15]([CH3:18])([CH3:17])[CH3:16])=[O:13])=[O:7])([CH3:4])([CH3:3])[CH3:2].[C:34](=O)([O-])[O-].[K+].[K+].CC1C=CC(S(O[CH:51]2[CH2:56]O[CH:54]([C:57]3[CH:62]=[CH:61][CH:60]=[CH:59][CH:58]=3)[O:53][CH2:52]2)(=O)=O)=CC=1. Product: [CH2:54]([O:53][C@H:52]1[CH2:51][C@H:56]([O:26][C:23]2[CH:24]=[CH:25][C:20]([CH2:19][C@H:11]([C:12]([O:14][C:15]([CH3:16])([CH3:18])[CH3:17])=[O:13])[CH2:10][C@@H:9]([C:27]([O:29][C:30]([CH3:33])([CH3:32])[CH3:31])=[O:28])[NH:8][C:6]([O:5][C:1]([CH3:2])([CH3:3])[CH3:4])=[O:7])=[CH:21][CH:22]=2)[CH2:34]1)[C:57]1[CH:58]=[CH:59][CH:60]=[CH:61][CH:62]=1. The catalyst class is: 9. (6) Reactant: [C:1]1([C@H:7]2[C@@H:11]([C:12]3[CH:17]=[CH:16][CH:15]=[CH:14][CH:13]=3)[NH:10][C:9](=[S:18])[NH:8]2)[CH:6]=[CH:5][CH:4]=[CH:3][CH:2]=1.[I:19][C:20]1[CH:27]=[CH:26][CH:25]=[CH:24][C:21]=1[CH2:22][Cl:23]. Product: [ClH:23].[I:19][C:20]1[CH:27]=[CH:26][CH:25]=[CH:24][C:21]=1[CH2:22][S:18][C:9]1[NH:8][C@H:7]([C:1]2[CH:2]=[CH:3][CH:4]=[CH:5][CH:6]=2)[C@H:11]([C:12]2[CH:13]=[CH:14][CH:15]=[CH:16][CH:17]=2)[N:10]=1. The catalyst class is: 14. (7) Reactant: [CH3:1][CH:2]([CH3:38])[C@@H:3]([NH:11][C:12]([C:14]1[C:22]2[C:17](=[N:18][CH:19]=[C:20]([O:23][C:24]3[CH:29]=[CH:28][CH:27]=[CH:26][CH:25]=3)[N:21]=2)[N:16](COCC[Si](C)(C)C)[CH:15]=1)=[O:13])[C:4]([N:6]1[CH2:10][CH2:9][CH2:8][CH2:7]1)=[O:5].FC(F)(F)C(O)=O. Product: [CH3:1][CH:2]([CH3:38])[C@@H:3]([NH:11][C:12]([C:14]1[C:22]2[C:17](=[N:18][CH:19]=[C:20]([O:23][C:24]3[CH:25]=[CH:26][CH:27]=[CH:28][CH:29]=3)[N:21]=2)[NH:16][CH:15]=1)=[O:13])[C:4]([N:6]1[CH2:7][CH2:8][CH2:9][CH2:10]1)=[O:5]. The catalyst class is: 4. (8) Product: [CH2:1]([O:8][C@H:9]1[C@H:14]([O:15][CH2:16][C:17]2[CH:22]=[CH:21][CH:20]=[CH:19][CH:18]=2)[C@@H:13]([O:23][CH2:24][C:25]2[CH:26]=[CH:27][CH:28]=[CH:29][CH:30]=2)[C@@:12]([C:33]2[CH:38]=[CH:37][C:36]([Cl:39])=[C:35]([CH2:40][C:41]3[CH:46]=[CH:45][C:44]([O:47][CH2:48][CH3:49])=[C:43]([F:50])[C:42]=3[F:51])[CH:34]=2)([O:31][CH3:32])[O:11][C:10]1([CH2:54][OH:55])[CH2:52][OH:53])[C:2]1[CH:7]=[CH:6][CH:5]=[CH:4][CH:3]=1. Reactant: [CH2:1]([O:8][C@H:9]1[C@H:14]([O:15][CH2:16][C:17]2[CH:22]=[CH:21][CH:20]=[CH:19][CH:18]=2)[C@@H:13]([O:23][CH2:24][C:25]2[CH:30]=[CH:29][CH:28]=[CH:27][CH:26]=2)[C@@:12]([C:33]2[CH:38]=[CH:37][C:36]([Cl:39])=[C:35]([CH2:40][C:41]3[CH:46]=[CH:45][C:44]([O:47][CH2:48][CH3:49])=[C:43]([F:50])[C:42]=3[F:51])[CH:34]=2)([O:31][CH3:32])[O:11][C@@:10]1([CH2:54][OH:55])[CH:52]=[O:53])[C:2]1[CH:7]=[CH:6][CH:5]=[CH:4][CH:3]=1.[BH4-].[Na+]. The catalyst class is: 5. (9) Reactant: [NH2:1][C:2]1[N:7]=[C:6]([N:8]2[C:16]3[C:11](=[CH:12][CH:13]=[C:14]([C:17]#[C:18][C:19]([C:22]4[N:23](COCC[Si](C)(C)C)[CH:24]=[CH:25][N:26]=4)([OH:21])[CH3:20])[CH:15]=3)[C:10]([CH3:35])=[N:9]2)[CH:5]=[CH:4][N:3]=1. Product: [NH2:1][C:2]1[N:7]=[C:6]([N:8]2[C:16]3[C:11](=[CH:12][CH:13]=[C:14]([C:17]#[C:18][C:19]([C:22]4[NH:26][CH:25]=[CH:24][N:23]=4)([OH:21])[CH3:20])[CH:15]=3)[C:10]([CH3:35])=[N:9]2)[CH:5]=[CH:4][N:3]=1. The catalyst class is: 89.